Dataset: Forward reaction prediction with 1.9M reactions from USPTO patents (1976-2016). Task: Predict the product of the given reaction. The product is: [CH2:1]([N:5]([CH2:6][CH2:7][CH2:8][CH3:9])[CH2:12][CH2:11][C:10]([OH:14])=[O:13])[CH2:2][CH2:3][CH3:4]. Given the reactants [CH2:1]([NH:5][CH2:6][CH2:7][CH2:8][CH3:9])[CH2:2][CH2:3][CH3:4].[C:10]([OH:14])(=[O:13])[CH:11]=[CH2:12].[NH4+].[OH-].II, predict the reaction product.